Dataset: Full USPTO retrosynthesis dataset with 1.9M reactions from patents (1976-2016). Task: Predict the reactants needed to synthesize the given product. The reactants are: [CH2:1]([N:3]1[C:7]2=[N:8][C:9]([CH2:26][O:27][CH3:28])=[C:10](/[CH:19]=[CH:20]/[C:21]([O:23][CH2:24][CH3:25])=[O:22])[C:11]([C:12]3[CH:13]=[N:14][CH:15]=[C:16]([CH3:18])[CH:17]=3)=[C:6]2[CH:5]=[N:4]1)[CH3:2]. Given the product [CH2:1]([N:3]1[C:7]2=[N:8][C:9]([CH2:26][O:27][CH3:28])=[C:10]([CH2:19][CH2:20][C:21]([O:23][CH2:24][CH3:25])=[O:22])[C:11]([C:12]3[CH:13]=[N:14][CH:15]=[C:16]([CH3:18])[CH:17]=3)=[C:6]2[CH:5]=[N:4]1)[CH3:2], predict the reactants needed to synthesize it.